From a dataset of Forward reaction prediction with 1.9M reactions from USPTO patents (1976-2016). Predict the product of the given reaction. (1) Given the reactants CCCC[N+](CCCC)(CCCC)CCCC.O.O.O.[F-].[Si]([O:39][C@@H:40]1[CH2:45][CH2:44][C@H:43]([NH:46][C:47](=[O:53])[O:48][C:49]([CH3:52])([CH3:51])[CH3:50])[C@@H:42]([F:54])[CH2:41]1)(C(C)(C)C)(C1C=CC=CC=1)C1C=CC=CC=1, predict the reaction product. The product is: [F:54][C@H:42]1[CH2:41][C@H:40]([OH:39])[CH2:45][CH2:44][C@@H:43]1[NH:46][C:47](=[O:53])[O:48][C:49]([CH3:51])([CH3:50])[CH3:52]. (2) Given the reactants [Cl:1][C:2]1[CH:12]=[CH:11][CH:10]=[CH:9][C:3]=1[CH:4]=[CH:5][C:6](O)=[O:7].CCN=C=NCCC[N:21]([CH3:23])C.Cl.C(N(CC)CC)C.N[O:33][CH3:34].Cl, predict the reaction product. The product is: [Cl:1][C:2]1[CH:12]=[CH:11][CH:10]=[CH:9][C:3]=1[CH:4]=[CH:5][C:6]([N:21]([O:33][CH3:34])[CH3:23])=[O:7]. (3) Given the reactants [CH:1]1([S:4]([NH2:7])(=[O:6])=[O:5])[CH2:3][CH2:2]1.C1(P(C2CCCCC2)C2C=CC=CC=2C2C(C(C)C)=CC(C(C)C)=CC=2C(C)C)CCCCC1.C(=O)([O-])[O-].[Cs+].[Cs+].[CH2:48]([O:50][C:51](=[O:72])[C@H:52]([O:54][C:55]1[CH:60]=[C:59](Cl)[N:58]=[C:57]([S:62][CH2:63][C:64]2[CH:69]=[CH:68][CH:67]=[C:66]([F:70])[C:65]=2[F:71])[N:56]=1)[CH3:53])[CH3:49], predict the reaction product. The product is: [CH2:48]([O:50][C:51](=[O:72])[C@H:52]([O:54][C:55]1[CH:60]=[C:59]([NH:7][S:4]([CH:1]2[CH2:3][CH2:2]2)(=[O:6])=[O:5])[N:58]=[C:57]([S:62][CH2:63][C:64]2[CH:69]=[CH:68][CH:67]=[C:66]([F:70])[C:65]=2[F:71])[N:56]=1)[CH3:53])[CH3:49]. (4) Given the reactants [CH3:1][O:2][CH2:3][CH2:4][N:5]1[CH:9]=[CH:8][N:7]=[C:6]1[CH3:10].C(=O)([O-])[O-].[K+].[K+].C1C(=O)N([Br:24])C(=O)C1, predict the reaction product. The product is: [Br:24][C:9]1[N:5]([CH2:4][CH2:3][O:2][CH3:1])[C:6]([CH3:10])=[N:7][CH:8]=1. (5) Given the reactants [CH3:1][S:2]([NH:5][CH2:6][C:7]1[CH:15]=[CH:14][C:10]([C:11]([OH:13])=O)=[CH:9][CH:8]=1)(=[O:4])=[O:3].Cl.[CH2:17]([O:19][CH2:20][C@H:21]1[CH2:26][CH2:25][CH2:24][N:23]([CH2:27][C@H:28]2[CH2:33][CH2:32][CH2:31][CH2:30][C@@H:29]2[NH2:34])[CH2:22]1)[CH3:18].C(N(C(C)C)CC)(C)C.CN(C(ON1N=NC2C=CC=NC1=2)=[N+](C)C)C.F[P-](F)(F)(F)(F)F, predict the reaction product. The product is: [CH2:17]([O:19][CH2:20][C@H:21]1[CH2:26][CH2:25][CH2:24][N:23]([CH2:27][C@H:28]2[CH2:33][CH2:32][CH2:31][CH2:30][C@@H:29]2[NH:34][C:11](=[O:13])[C:10]2[CH:9]=[CH:8][C:7]([CH2:6][NH:5][S:2]([CH3:1])(=[O:3])=[O:4])=[CH:15][CH:14]=2)[CH2:22]1)[CH3:18]. (6) Given the reactants [Cl:1][C:2]1[C:7]([C:8]2[CH:13]=[CH:12][CH:11]=[C:10]([CH2:14][CH3:15])[CH:9]=2)=[C:6]([C:16]([C@@H:26]2[CH2:31][CH2:30][CH2:29][N:28]([C:32]([C:34]3[CH:39]=[CH:38][C:37]([CH2:40][NH:41][CH3:42])=[CH:36][C:35]=3[CH2:43][C:44]#[N:45])=[O:33])[CH2:27]2)([OH:25])[CH2:17][CH2:18][CH2:19][NH:20][C:21](=[O:24])[O:22][CH3:23])[CH:5]=[CH:4][CH:3]=1.OO.C(=O)([O-])[O-:49].[K+].[K+], predict the reaction product. The product is: [NH2:45][C:44](=[O:49])[CH2:43][C:35]1[CH:36]=[C:37]([CH2:40][NH:41][CH3:42])[CH:38]=[CH:39][C:34]=1[C:32]([N:28]1[CH2:29][CH2:30][CH2:31][C@@H:26]([C:16]([C:6]2[CH:5]=[CH:4][CH:3]=[C:2]([Cl:1])[C:7]=2[C:8]2[CH:13]=[CH:12][CH:11]=[C:10]([CH2:14][CH3:15])[CH:9]=2)([OH:25])[CH2:17][CH2:18][CH2:19][NH:20][C:21](=[O:24])[O:22][CH3:23])[CH2:27]1)=[O:33].